This data is from NCI-60 drug combinations with 297,098 pairs across 59 cell lines. The task is: Regression. Given two drug SMILES strings and cell line genomic features, predict the synergy score measuring deviation from expected non-interaction effect. Drug 1: CC12CCC3C(C1CCC2OP(=O)(O)O)CCC4=C3C=CC(=C4)OC(=O)N(CCCl)CCCl.[Na+]. Drug 2: CC1C(C(CC(O1)OC2CC(CC3=C2C(=C4C(=C3O)C(=O)C5=C(C4=O)C(=CC=C5)OC)O)(C(=O)CO)O)N)O.Cl. Cell line: NCI-H322M. Synergy scores: CSS=47.0, Synergy_ZIP=3.52, Synergy_Bliss=6.89, Synergy_Loewe=-4.42, Synergy_HSA=6.67.